The task is: Predict the reactants needed to synthesize the given product.. This data is from Full USPTO retrosynthesis dataset with 1.9M reactions from patents (1976-2016). (1) Given the product [CH2:1]([N:3]1[C:9]2[CH:10]=[CH:11][C:12]([NH2:14])=[CH:13][C:8]=2[O:7][CH2:6][CH2:5][CH2:4]1)[CH3:2], predict the reactants needed to synthesize it. The reactants are: [CH2:1]([N:3]1[C:9]2[CH:10]=[CH:11][C:12]([N+:14]([O-])=O)=[CH:13][C:8]=2[O:7][CH2:6][CH2:5][CH2:4]1)[CH3:2]. (2) Given the product [C:1]([O:5][C:6]([NH:8][C@H:9]([CH2:13][CH2:14][C:15]1[CH:20]=[C:19]([CH3:21])[C:18]([O:22][CH2:23][CH2:24][CH2:25][CH2:26][CH2:27][CH2:28][CH2:29][CH3:30])=[C:17]([O:31][CH3:32])[CH:16]=1)[CH2:10][CH:11]=[O:35])=[O:7])([CH3:4])([CH3:3])[CH3:2], predict the reactants needed to synthesize it. The reactants are: [C:1]([O:5][C:6]([NH:8][C@H:9]([CH2:13][CH2:14][C:15]1[CH:20]=[C:19]([CH3:21])[C:18]([O:22][CH2:23][CH2:24][CH2:25][CH2:26][CH2:27][CH2:28][CH2:29][CH3:30])=[C:17]([O:31][CH3:32])[CH:16]=1)[CH2:10][C:11]#N)=[O:7])([CH3:4])([CH3:3])[CH3:2].CC[O:35]CC. (3) Given the product [C:1]([O:5][C:6](=[O:35])[NH:7][C@H:8]1[CH2:13][CH2:12][CH2:11][N:10]([C:14]2[CH:19]=[CH:18][C:17]([NH:20][C:21]3[C:30]4[C:25](=[CH:26][CH:27]=[C:28]([C:41]5[CH:42]=[C:37]([Cl:36])[C:38]([OH:53])=[C:39]([Cl:52])[CH:40]=5)[N:29]=4)[N:24]=[CH:23][C:22]=3[C:32](=[O:34])[CH3:33])=[CH:16][N:15]=2)[CH2:9]1)([CH3:4])([CH3:3])[CH3:2], predict the reactants needed to synthesize it. The reactants are: [C:1]([O:5][C:6](=[O:35])[NH:7][C@H:8]1[CH2:13][CH2:12][CH2:11][N:10]([C:14]2[CH:19]=[CH:18][C:17]([NH:20][C:21]3[C:30]4[C:25](=[CH:26][CH:27]=[C:28](Cl)[N:29]=4)[N:24]=[CH:23][C:22]=3[C:32](=[O:34])[CH3:33])=[CH:16][N:15]=2)[CH2:9]1)([CH3:4])([CH3:3])[CH3:2].[Cl:36][C:37]1[CH:42]=[C:41](B2OC(C)(C)C(C)(C)O2)[CH:40]=[C:39]([Cl:52])[C:38]=1[OH:53]. (4) Given the product [F:1][C:2]1[CH:21]=[CH:20][C:5]([CH2:6][CH2:7][C:8]2[CH:17]=[CH:16][C:15]([OH:18])=[CH:14][C:9]=2[C:10]([OH:12])=[O:11])=[CH:4][CH:3]=1, predict the reactants needed to synthesize it. The reactants are: [F:1][C:2]1[CH:21]=[CH:20][C:5]([CH2:6][CH2:7][C:8]2[CH:17]=[CH:16][C:15]([O:18]C)=[CH:14][C:9]=2[C:10]([O:12]C)=[O:11])=[CH:4][CH:3]=1.Cl.N1C=CC=CC=1.Cl. (5) Given the product [OH:24][CH2:23][CH2:22][O:21][CH:2]1[CH2:3][CH2:4][C:5]2[CH:6]=[C:7]([C@H:11]3[CH2:20][CH2:19][C@@:13]4([NH:17][C:16](=[O:18])[O:15][CH2:14]4)[CH2:12]3)[CH:8]=[CH:9][C:10]=2[CH2:1]1, predict the reactants needed to synthesize it. The reactants are: [CH2:1]1[C:10]2[C:5](=[CH:6][C:7]([C@H:11]3[CH2:20][CH2:19][C@@:13]4([NH:17][C:16](=[O:18])[O:15][CH2:14]4)[CH2:12]3)=[CH:8][CH:9]=2)[CH2:4][CH2:3][C:2]21[O:24][CH2:23][CH2:22][O:21]2.B(F)(F)F.CCOCC. (6) Given the product [OH:27][CH2:26][CH:24]1[CH2:25][N:22]([C:3]2[C:2]([C:32]3[NH:31][N:30]=[C:29]([CH3:28])[CH:33]=3)=[CH:21][C:6]([C:7]([NH:9][C:10]3[CH:15]=[CH:14][C:13]([O:16][C:17]([F:20])([F:19])[F:18])=[CH:12][CH:11]=3)=[O:8])=[CH:5][N:4]=2)[CH2:23]1, predict the reactants needed to synthesize it. The reactants are: Br[C:2]1[C:3]([N:22]2[CH2:25][CH:24]([CH2:26][OH:27])[CH2:23]2)=[N:4][CH:5]=[C:6]([CH:21]=1)[C:7]([NH:9][C:10]1[CH:15]=[CH:14][C:13]([O:16][C:17]([F:20])([F:19])[F:18])=[CH:12][CH:11]=1)=[O:8].[CH3:28][C:29]1[CH:33]=[C:32](B2OC(C)(C)C(C)(C)O2)[N:31](C2CCCCO2)[N:30]=1. (7) Given the product [CH:35]1([C:33]([NH:32][C:30]2[N:31]=[C:26]3[CH:25]=[CH:24][C:23]([O:22][C:21]4[CH:38]=[CH:39][C:40]([F:41])=[C:19]([NH:18][C:8]([C:7]5[N:3]([CH2:1][CH3:2])[N:4]=[C:5]([CH3:11])[CH:6]=5)=[O:10])[CH:20]=4)=[CH:28][N:27]3[N:29]=2)=[O:34])[CH2:36][CH2:37]1, predict the reactants needed to synthesize it. The reactants are: [CH2:1]([N:3]1[C:7]([C:8]([OH:10])=O)=[CH:6][C:5]([CH3:11])=[N:4]1)[CH3:2].C(Cl)(=O)C(Cl)=O.[NH2:18][C:19]1[CH:20]=[C:21]([CH:38]=[CH:39][C:40]=1[F:41])[O:22][C:23]1[CH:24]=[CH:25][C:26]2[N:27]([N:29]=[C:30]([NH:32][C:33]([CH:35]3[CH2:37][CH2:36]3)=[O:34])[N:31]=2)[CH:28]=1. (8) Given the product [C:32]([O:1][CH:2]([CH3:15])[CH2:3][C:4](=[O:5])[CH:6]1[C:11]([CH3:13])([CH3:12])[CH2:10][CH2:9][CH:8]=[C:7]1[CH3:14])(=[O:39])[C:33]1[CH:38]=[CH:37][CH:36]=[CH:35][CH:34]=1, predict the reactants needed to synthesize it. The reactants are: [OH:1][CH:2]([CH3:15])[CH2:3][C:4]([CH:6]1[C:11]([CH3:13])([CH3:12])[CH2:10][CH2:9][CH:8]=[C:7]1[CH3:14])=[O:5].CCN(CC)CC.CN(C1C=CC=CN=1)C.[C:32](Cl)(=[O:39])[C:33]1[CH:38]=[CH:37][CH:36]=[CH:35][CH:34]=1.Cl. (9) Given the product [CH2:31]([O:33][C:34](=[O:43])[C:35]1[CH:40]=[CH:39][C:38]([NH:41][C:18](=[O:20])[CH:17]([C:16]2[N:8]([C:5]3[CH:6]=[CH:7][C:2]([Cl:1])=[CH:3][CH:4]=3)[N:9]=[C:10]3[C:15]=2[CH:14]=[CH:13][CH:12]=[CH:11]3)[CH:21]2[CH2:22][CH2:23][CH2:24][CH2:25][CH2:26]2)=[C:37]([F:42])[CH:36]=1)[CH3:32], predict the reactants needed to synthesize it. The reactants are: [Cl:1][C:2]1[CH:7]=[CH:6][C:5]([N:8]2[C:16]([CH:17]([CH:21]3[CH2:26][CH2:25][CH2:24][CH2:23][CH2:22]3)[C:18]([OH:20])=O)=[C:15]3[C:10]([CH:11]=[CH:12][CH:13]=[CH:14]3)=[N:9]2)=[CH:4][CH:3]=1.S(Cl)(Cl)=O.[CH2:31]([O:33][C:34](=[O:43])[C:35]1[CH:40]=[CH:39][C:38]([NH2:41])=[C:37]([F:42])[CH:36]=1)[CH3:32].